From a dataset of Full USPTO retrosynthesis dataset with 1.9M reactions from patents (1976-2016). Predict the reactants needed to synthesize the given product. (1) Given the product [CH2:1]([O:8][C:9]1[CH:14]=[CH:13][C:12]([B:22]2[O:26][C:25]([CH3:28])([CH3:27])[C:24]([CH3:30])([CH3:29])[O:23]2)=[CH:11][C:10]=1[CH3:16])[C:2]1[CH:7]=[CH:6][CH:5]=[CH:4][CH:3]=1, predict the reactants needed to synthesize it. The reactants are: [CH2:1]([O:8][C:9]1[CH:14]=[CH:13][C:12](Br)=[CH:11][C:10]=1[CH3:16])[C:2]1[CH:7]=[CH:6][CH:5]=[CH:4][CH:3]=1.C([O-])(=O)C.[K+].[B:22]1([B:22]2[O:26][C:25]([CH3:28])([CH3:27])[C:24]([CH3:30])([CH3:29])[O:23]2)[O:26][C:25]([CH3:28])([CH3:27])[C:24]([CH3:30])([CH3:29])[O:23]1. (2) Given the product [Br:1][C:2]1[CH:7]=[CH:6][C:5]([N:8]2[C:17]3[C:12](=[CH:13][C:14]([S:18]([NH:28][C:29]4[CH:33]=[CH:32][O:31][N:30]=4)(=[O:20])=[O:19])=[CH:15][CH:16]=3)[N:11]=[CH:10][C:9]2=[O:22])=[C:4]([O:23][CH3:24])[CH:3]=1, predict the reactants needed to synthesize it. The reactants are: [Br:1][C:2]1[CH:7]=[CH:6][C:5]([N:8]2[C:17]3[C:12](=[CH:13][C:14]([S:18](Cl)(=[O:20])=[O:19])=[CH:15][CH:16]=3)[N:11]=[CH:10][C:9]2=[O:22])=[C:4]([O:23][CH3:24])[CH:3]=1.C(Cl)Cl.[NH2:28][C:29]1[CH:33]=[CH:32][O:31][N:30]=1. (3) Given the product [CH3:11][C:3]1[C:4]([C:7]([O:9][CH3:10])=[O:8])=[CH:5][S:6][C:2]=1[N:1]1[CH2:17][CH2:16][CH2:15][CH:14]1[CH3:13], predict the reactants needed to synthesize it. The reactants are: [NH2:1][C:2]1[S:6][CH:5]=[C:4]([C:7]([O:9][CH3:10])=[O:8])[C:3]=1[CH3:11].Cl[CH2:13][CH2:14][CH2:15][C:16](=O)[CH3:17].CC(O)=O.[BH3-]C#N.[Na+]. (4) Given the product [CH3:1][S:2]([CH2:5][C:6]1[CH:7]=[CH:8][C:9]([C:12]2[CH:13]=[C:14]3[CH2:20][CH:19]([CH:21]4[CH2:26][CH2:25][N:24]([C:27]5[O:29][N:30]=[C:31]([CH2:32][CH2:33][CH3:34])[N:28]=5)[CH2:23][CH2:22]4)[O:18][C:15]3=[CH:16][N:17]=2)=[CH:10][CH:11]=1)(=[O:3])=[O:4], predict the reactants needed to synthesize it. The reactants are: [CH3:1][S:2]([CH2:5][C:6]1[CH:11]=[CH:10][C:9]([C:12]2[CH:13]=[C:14]3[CH2:20][CH:19]([CH:21]4[CH2:26][CH2:25][N:24]([C:27]#[N:28])[CH2:23][CH2:22]4)[O:18][C:15]3=[CH:16][N:17]=2)=[CH:8][CH:7]=1)(=[O:4])=[O:3].[OH:29][NH:30][C:31](=N)[CH2:32][CH2:33][CH3:34]. (5) The reactants are: [F:1][C:2]([F:31])([C:27]([F:30])([F:29])[F:28])[C:3]([F:26])([F:25])[C:4]([P:7]([C:12]([F:24])([F:23])[C:13]([F:22])([F:21])[C:14]([F:20])([F:19])[C:15]([F:18])([F:17])[F:16])(=[O:11])[O:8]CC)([F:6])[F:5].[CH3:32][N:33]1[CH:37]=[CH:36][N:35]=[CH:34]1. Given the product [F:31][C:2]([F:1])([C:27]([F:28])([F:29])[F:30])[C:3]([F:25])([F:26])[C:4]([P:7]([C:12]([F:24])([F:23])[C:13]([F:21])([F:22])[C:14]([F:20])([F:19])[C:15]([F:18])([F:17])[F:16])(=[O:8])[O-:11])([F:6])[F:5].[CH2:36]([N+:35]1[CH:27]=[CH:2][N:33]([CH3:32])[CH:34]=1)[CH3:37], predict the reactants needed to synthesize it. (6) Given the product [CH2:20]([N:10]1[C:11]2[C:16](=[CH:15][N:14]=[C:13]([NH:18][CH3:19])[CH:12]=2)[CH:17]=[C:8]([C:6]2[C:5]([I:23])=[CH:4][C:3]([F:24])=[C:2]([NH:1][C:32]([NH:31][C:25]3[CH:30]=[CH:29][CH:28]=[CH:27][CH:26]=3)=[O:33])[CH:7]=2)[C:9]1=[O:22])[CH3:21], predict the reactants needed to synthesize it. The reactants are: [NH2:1][C:2]1[C:3]([F:24])=[CH:4][C:5]([I:23])=[C:6]([C:8]2[C:9](=[O:22])[N:10]([CH2:20][CH3:21])[C:11]3[C:16]([CH:17]=2)=[CH:15][N:14]=[C:13]([NH:18][CH3:19])[CH:12]=3)[CH:7]=1.[C:25]1([N:31]=[C:32]=[O:33])[CH:30]=[CH:29][CH:28]=[CH:27][CH:26]=1.N1C=CC=CC=1.